The task is: Predict which catalyst facilitates the given reaction.. This data is from Catalyst prediction with 721,799 reactions and 888 catalyst types from USPTO. (1) Reactant: C(OC([N:11]1[CH2:16][CH2:15][CH:14]([NH:17][C:18]([O:20][C:21]([CH3:24])([CH3:23])[CH3:22])=[O:19])[C:13]([CH3:26])([CH3:25])[CH2:12]1)=O)C1C=CC=CC=1.[H][H]. Product: [C:21]([O:20][C:18]([NH:17][CH:14]1[CH2:15][CH2:16][NH:11][CH2:12][C:13]1([CH3:26])[CH3:25])=[O:19])([CH3:24])([CH3:22])[CH3:23]. The catalyst class is: 19. (2) Reactant: [CH:1]1([N:4]2[C:13]3[C:8](=[CH:9][C:10]([F:15])=[C:11](F)[N:12]=3)[C:7](=[O:16])[C:6]([C:17]([OH:19])=[O:18])=[CH:5]2)[CH2:3][CH2:2]1.[NH2:20][CH:21]1[CH2:26][CH2:25][NH:24][CH2:23][CH:22]1[CH2:27][CH3:28]. Product: [CH:1]1([N:4]2[C:13]3[C:8](=[CH:9][C:10]([F:15])=[C:11]([N:24]4[CH2:25][CH2:26][CH:21]([NH2:20])[CH:22]([CH2:27][CH3:28])[CH2:23]4)[N:12]=3)[C:7](=[O:16])[C:6]([C:17]([OH:19])=[O:18])=[CH:5]2)[CH2:3][CH2:2]1. The catalyst class is: 10.